Dataset: Full USPTO retrosynthesis dataset with 1.9M reactions from patents (1976-2016). Task: Predict the reactants needed to synthesize the given product. (1) Given the product [C:1]([O:5][C:6](=[O:39])[N:7]([N:11]1[C:20]([CH2:21][Br:40])=[C:19]([C:22](=[O:36])[NH:23][C@@H:24]([CH:32]2[CH2:35][CH2:34][CH2:33]2)[C:25]2[CH:30]=[CH:29][CH:28]=[C:27]([F:31])[CH:26]=2)[C:18]2[C:13](=[C:14]([F:37])[CH:15]=[CH:16][CH:17]=2)[C:12]1=[O:38])[CH2:8][CH2:9][CH3:10])([CH3:2])([CH3:3])[CH3:4], predict the reactants needed to synthesize it. The reactants are: [C:1]([O:5][C:6](=[O:39])[N:7]([N:11]1[C:20]([CH3:21])=[C:19]([C:22](=[O:36])[NH:23][C@@H:24]([CH:32]2[CH2:35][CH2:34][CH2:33]2)[C:25]2[CH:30]=[CH:29][CH:28]=[C:27]([F:31])[CH:26]=2)[C:18]2[C:13](=[C:14]([F:37])[CH:15]=[CH:16][CH:17]=2)[C:12]1=[O:38])[CH2:8][CH2:9][CH3:10])([CH3:4])([CH3:3])[CH3:2].[Br:40]N1C(=O)CCC1=O.C(OOC(=O)C1C=CC=CC=1)(=O)C1C=CC=CC=1. (2) Given the product [NH:1]1[C:9]2[C:4](=[CH:5][C:6]([NH:10][CH:11]3[CH2:16][CH2:15][CH:14]([NH2:22])[CH2:13][CH2:12]3)=[CH:7][CH:8]=2)[CH:3]=[N:2]1, predict the reactants needed to synthesize it. The reactants are: [NH:1]1[C:9]2[C:4](=[CH:5][C:6]([NH:10][CH:11]3[CH2:16][CH2:15][C:14](=O)[CH2:13][CH2:12]3)=[CH:7][CH:8]=2)[CH:3]=[N:2]1.C([O-])(=O)C.[NH4+:22].C(O[BH-](OC(=O)C)OC(=O)C)(=O)C.[Na+].Cl.CO. (3) Given the product [C:13]1([N:12]2[C:11]3[CH:19]=[CH:20][CH:21]=[CH:22][C:10]=3[N:9]=[C:8]2[C:5]2[CH:6]=[CH:7][C:2]([B:23]3[O:27][C:26]([CH3:29])([CH3:28])[C:25]([CH3:31])([CH3:30])[O:24]3)=[CH:3][CH:4]=2)[CH:18]=[CH:17][CH:16]=[CH:15][CH:14]=1, predict the reactants needed to synthesize it. The reactants are: Br[C:2]1[CH:7]=[CH:6][C:5]([C:8]2[N:12]([C:13]3[CH:18]=[CH:17][CH:16]=[CH:15][CH:14]=3)[C:11]3[CH:19]=[CH:20][CH:21]=[CH:22][C:10]=3[N:9]=2)=[CH:4][CH:3]=1.[B:23]1([B:23]2[O:27][C:26]([CH3:29])([CH3:28])[C:25]([CH3:31])([CH3:30])[O:24]2)[O:27][C:26]([CH3:29])([CH3:28])[C:25]([CH3:31])([CH3:30])[O:24]1.C([O-])(=O)C.[K+]. (4) Given the product [F:41][C:11]1[CH:12]=[C:13]([C:16]([N:18]2[CH2:19][CH2:20][N:21]([CH2:24][C:25]3[CH:30]=[CH:29][C:28]([C:31]([OH:40])([C:32]([F:33])([F:34])[F:35])[C:36]([F:38])([F:39])[F:37])=[CH:27][CH:26]=3)[CH2:22][CH2:23]2)=[O:17])[CH:14]=[CH:15][C:10]=1[NH:9][C:5](=[O:6])[CH2:4][CH2:3][CH:2]([CH3:8])[CH3:1], predict the reactants needed to synthesize it. The reactants are: [CH3:1][CH:2]([CH3:8])[CH2:3][CH2:4][C:5](Cl)=[O:6].[NH2:9][C:10]1[CH:15]=[CH:14][C:13]([C:16]([N:18]2[CH2:23][CH2:22][N:21]([CH2:24][C:25]3[CH:30]=[CH:29][C:28]([C:31]([OH:40])([C:36]([F:39])([F:38])[F:37])[C:32]([F:35])([F:34])[F:33])=[CH:27][CH:26]=3)[CH2:20][CH2:19]2)=[O:17])=[CH:12][C:11]=1[F:41].C(N(CC)CC)C. (5) Given the product [NH2:22][C:20]1[C:19]2[N:18]=[C:17]([Cl:23])[CH:16]=[CH:15][C:14]=2[C:13]2[CH:24]=[CH:25][C:10]([CH2:9][OH:8])=[CH:11][C:12]=2[N:21]=1, predict the reactants needed to synthesize it. The reactants are: [Si]([O:8][CH2:9][C:10]1[CH:25]=[CH:24][C:13]2=[C:14]3[C:19](=[C:20]([NH2:22])[N:21]=[C:12]2[CH:11]=1)[N:18]=[C:17]([Cl:23])[CH:16]=[CH:15]3)(C(C)(C)C)(C)C.CCCC[N+](CCCC)(CCCC)CCCC.[F-]. (6) Given the product [CH3:1][N:2]1[C:7]2=[CH:8][N:9]([CH2:19][O:20][CH2:21][CH2:22][Si:23]([CH3:24])([CH3:25])[CH3:26])[C:10]([C:11]3[S:56][CH:57]=[C:58]([C:60]([O:62][CH2:63][CH3:64])=[O:61])[N:59]=3)=[C:6]2[C:5](=[O:27])[N:4]([CH3:28])[C:3]1=[O:29], predict the reactants needed to synthesize it. The reactants are: [CH3:1][N:2]1[C:7]2=[CH:8][N:9]([CH2:19][O:20][CH2:21][CH2:22][Si:23]([CH3:26])([CH3:25])[CH3:24])[C:10]([C:11]3C=C(C=CC=3)C#N)=[C:6]2[C:5](=[O:27])[N:4]([CH3:28])[C:3]1=[O:29].CN1C2=CN(COCC[Si](C)(C)C)C(B(O)O)=C2C(=O)N(C)C1=O.BrC1[S:56][CH:57]=[C:58]([C:60]([O:62][CH2:63][CH3:64])=[O:61])[N:59]=1. (7) Given the product [CH2:13]([N:20]1[C:28]2[C:27](=[O:29])[N:26]([CH2:30][CH2:31][CH2:32][CH2:33][C@@H:34]([O:36][C:46](=[O:47])[C:45]3[CH:44]=[CH:43][C:42]([N+:39]([O-:41])=[O:40])=[CH:50][CH:49]=3)[CH3:35])[C:25](=[O:37])[N:24]([CH3:38])[C:23]=2[N:22]=[CH:21]1)[C:14]1[CH:19]=[CH:18][CH:17]=[CH:16][CH:15]=1, predict the reactants needed to synthesize it. The reactants are: N(C(OCC)=O)=NC(OCC)=O.[CH2:13]([N:20]1[C:28]2[C:27](=[O:29])[N:26]([CH2:30][CH2:31][CH2:32][CH2:33][C@H:34]([OH:36])[CH3:35])[C:25](=[O:37])[N:24]([CH3:38])[C:23]=2[N:22]=[CH:21]1)[C:14]1[CH:19]=[CH:18][CH:17]=[CH:16][CH:15]=1.[N+:39]([C:42]1[CH:50]=[CH:49][C:45]([C:46](O)=[O:47])=[CH:44][CH:43]=1)([O-:41])=[O:40].C1(P(C2C=CC=CC=2)C2C=CC=CC=2)C=CC=CC=1. (8) Given the product [Cl:1][C:2]1[N:7]=[CH:6][C:5]2[CH:8]=[CH:9][N:10]([CH3:18])[C:4]=2[C:3]=1[I:11], predict the reactants needed to synthesize it. The reactants are: [Cl:1][C:2]1[N:7]=[CH:6][C:5]2[CH:8]=[CH:9][NH:10][C:4]=2[C:3]=1[I:11].[H-].[Na+].S(OC)(O[CH3:18])(=O)=O.O. (9) The reactants are: [CH3:1][C:2]1[CH:3]=[C:4]([CH:8]=[CH:9][C:10]=1[C:11]([N:13]1[CH2:17][CH2:16][CH2:15][CH2:14]1)=[O:12])[C:5]([OH:7])=O.CN(C(ON1N=NC2C=CC=CC1=2)=[N+](C)C)C.[B-](F)(F)(F)F.C(N(C(C)C)CC)(C)C.[CH2:49]([O:56][CH2:57][C@H:58]([NH2:69])[C:59]1[NH:63][C:62]2[CH:64]=[CH:65][C:66]([Cl:68])=[CH:67][C:61]=2[N:60]=1)[C:50]1[CH:55]=[CH:54][CH:53]=[CH:52][CH:51]=1.ClCl. Given the product [CH2:49]([O:56][CH2:57][C@H:58]([NH:69][C:5](=[O:7])[C:4]1[CH:8]=[CH:9][C:10]([C:11]([N:13]2[CH2:17][CH2:16][CH2:15][CH2:14]2)=[O:12])=[C:2]([CH3:1])[CH:3]=1)[C:59]1[NH:63][C:62]2[CH:64]=[CH:65][C:66]([Cl:68])=[CH:67][C:61]=2[N:60]=1)[C:50]1[CH:51]=[CH:52][CH:53]=[CH:54][CH:55]=1, predict the reactants needed to synthesize it. (10) Given the product [CH3:1][O:2][CH2:3][CH:4]([CH3:29])[O:5][C:6]1[CH:7]=[C:8]([O:18][C:19]2[CH:20]=[N:21][C:22]([S:25]([CH3:28])(=[O:27])=[O:26])=[CH:23][CH:24]=2)[CH:9]=[C:10]2[C:14]=1[NH:13][C:12]([C:15]([NH2:31])=[O:16])=[CH:11]2, predict the reactants needed to synthesize it. The reactants are: [CH3:1][O:2][CH2:3][CH:4]([CH3:29])[O:5][C:6]1[CH:7]=[C:8]([O:18][C:19]2[CH:20]=[N:21][C:22]([S:25]([CH3:28])(=[O:27])=[O:26])=[CH:23][CH:24]=2)[CH:9]=[C:10]2[C:14]=1[NH:13][C:12]([C:15](O)=[O:16])=[CH:11]2.O[N:31]1C2C=CC=CC=2N=N1.Cl.C(N=C=NCCCN(C)C)C.[OH-].[NH4+].